This data is from Forward reaction prediction with 1.9M reactions from USPTO patents (1976-2016). The task is: Predict the product of the given reaction. (1) Given the reactants NC(CS)C(O)=O.[C:8]([C:10]1[CH:11]=[C:12]([CH:35]=[CH:36][C:37]=1[O:38][CH:39]([CH3:41])[CH3:40])[CH2:13][O:14][C:15]1[CH:23]=[CH:22][C:21]2[N:20]3[CH2:24][CH2:25][CH:26]([CH2:27][C:28]([O:30]C(C)(C)C)=[O:29])[C:19]3=[CH:18][C:17]=2[CH:16]=1)#[N:9], predict the reaction product. The product is: [C:8]([C:10]1[CH:11]=[C:12]([CH:35]=[CH:36][C:37]=1[O:38][CH:39]([CH3:41])[CH3:40])[CH2:13][O:14][C:15]1[CH:23]=[CH:22][C:21]2[N:20]3[CH2:24][CH2:25][CH:26]([CH2:27][C:28]([OH:30])=[O:29])[C:19]3=[CH:18][C:17]=2[CH:16]=1)#[N:9]. (2) Given the reactants [Br:1][C:2]1[CH:3]=[C:4]2[C:9](=[CH:10][CH:11]=1)[C:8](=[O:12])[NH:7][C:6](=[O:13])/[C:5]/2=[CH:14]/OC.[CH3:17][N:18]([CH3:29])[CH2:19][CH2:20][S:21][C:22]1[CH:27]=[CH:26][C:25]([NH2:28])=[CH:24][CH:23]=1.C(N(CC)CC)C, predict the reaction product. The product is: [Br:1][C:2]1[CH:3]=[C:4]2[C:9](=[CH:10][CH:11]=1)[C:8](=[O:12])[NH:7][C:6](=[O:13])/[C:5]/2=[CH:14]\[NH:28][C:25]1[CH:24]=[CH:23][C:22]([S:21][CH2:20][CH2:19][N:18]([CH3:29])[CH3:17])=[CH:27][CH:26]=1.